From a dataset of Buchwald-Hartwig C-N cross coupling reaction yields with 55,370 reactions. Predict the reaction yield, written as a fraction of the theoretical maximum amount of product (1.0 means a 100% yield; for example, 0.34 means a 34% yield). (1) The reactants are FC(F)(F)c1ccc(Cl)cc1.Cc1ccc(N)cc1.O=S(=O)(O[Pd]1c2ccccc2-c2ccccc2N~1)C(F)(F)F.CC(C)c1cc(C(C)C)c(-c2ccccc2P(C2CCCCC2)C2CCCCC2)c(C(C)C)c1.CCN=P(N=P(N(C)C)(N(C)C)N(C)C)(N(C)C)N(C)C.c1ccc(CN(Cc2ccccc2)c2ccon2)cc1. No catalyst specified. The product is Cc1ccc(Nc2ccc(C(F)(F)F)cc2)cc1. The yield is 0.265. (2) The reactants are CCc1ccc(Cl)cc1.Cc1ccc(N)cc1.O=S(=O)(O[Pd]1c2ccccc2-c2ccccc2N~1)C(F)(F)F.CC(C)c1cc(C(C)C)c(-c2ccccc2P(C(C)(C)C)C(C)(C)C)c(C(C)C)c1.CCN=P(N=P(N(C)C)(N(C)C)N(C)C)(N(C)C)N(C)C.Cc1ccno1. No catalyst specified. The product is CCc1ccc(Nc2ccc(C)cc2)cc1. The yield is 0.0289.